From a dataset of Forward reaction prediction with 1.9M reactions from USPTO patents (1976-2016). Predict the product of the given reaction. (1) Given the reactants [NH2:1][C:2]1[CH:10]=[CH:9][C:5]([C:6]([OH:8])=[O:7])=[CH:4][CH:3]=1.S(=O)(=O)(O)O.[CH3:16]O, predict the reaction product. The product is: [NH2:1][C:2]1[CH:10]=[CH:9][C:5]([C:6]([O:8][CH3:16])=[O:7])=[CH:4][CH:3]=1. (2) Given the reactants [N:1]([CH2:4][CH2:5][C:6]1[C:14]2[C:9](=[N:10][CH:11]=[C:12]([Cl:15])[CH:13]=2)[NH:8][C:7]=1[Si:16]([CH2:21][CH3:22])([CH2:19][CH3:20])[CH2:17][CH3:18])=[N+]=[N-].C1(P(C2C=CC=CC=2)C2C=CC=CC=2)C=CC=CC=1, predict the reaction product. The product is: [Cl:15][C:12]1[CH:13]=[C:14]2[C:6]([CH2:5][CH2:4][NH2:1])=[C:7]([Si:16]([CH2:19][CH3:20])([CH2:17][CH3:18])[CH2:21][CH3:22])[NH:8][C:9]2=[N:10][CH:11]=1. (3) Given the reactants [OH:1][NH:2][C:3]([C:5]1[CH:10]=[CH:9][C:8]([NH:11][C:12]([C:14]2[CH:15]=[CH:16][C:17]3[O:22][CH2:21][CH2:20][N:19]([S:23]([C:26]4[CH:31]=[C:30]([Cl:32])[CH:29]=[CH:28][C:27]=4[O:33][CH3:34])(=[O:25])=[O:24])[C:18]=3[CH:35]=2)=[O:13])=[CH:7][CH:6]=1)=[NH:4].N1C=CC=CC=1.C(C(CCCC)[CH2:45][O:46]C(Cl)=O)C, predict the reaction product. The product is: [O:46]=[C:45]1[O:1][N:2]=[C:3]([C:5]2[CH:10]=[CH:9][C:8]([NH:11][C:12]([C:14]3[CH:15]=[CH:16][C:17]4[O:22][CH2:21][CH2:20][N:19]([S:23]([C:26]5[CH:31]=[C:30]([Cl:32])[CH:29]=[CH:28][C:27]=5[O:33][CH3:34])(=[O:24])=[O:25])[C:18]=4[CH:35]=3)=[O:13])=[CH:7][CH:6]=2)[NH:4]1. (4) Given the reactants [N:1]1([C:6]2[CH:40]=[CH:39][C:9]([CH2:10][C:11]3[C:12](Cl)=[N:13][C:14]4[C:19]([C:20]=3[Cl:21])=[CH:18][C:17]([C:22]([C:30]3[CH:35]=[CH:34][C:33]([Cl:36])=[CH:32][CH:31]=3)([C:24]3[N:28]([CH3:29])[CH:27]=[N:26][CH:25]=3)[OH:23])=[CH:16][C:15]=4[CH3:37])=[CH:8][CH:7]=2)[CH:5]=[CH:4][CH:3]=[N:2]1.[NH:41]1[CH2:44][CH2:43][CH2:42]1, predict the reaction product. The product is: [N:41]1([C:12]2[C:11]([CH2:10][C:9]3[CH:39]=[CH:40][C:6]([N:1]4[CH:5]=[CH:4][CH:3]=[N:2]4)=[CH:7][CH:8]=3)=[C:20]([Cl:21])[C:19]3[C:14](=[C:15]([CH3:37])[CH:16]=[C:17]([C:22]([C:30]4[CH:31]=[CH:32][C:33]([Cl:36])=[CH:34][CH:35]=4)([C:24]4[N:28]([CH3:29])[CH:27]=[N:26][CH:25]=4)[OH:23])[CH:18]=3)[N:13]=2)[CH2:44][CH2:43][CH2:42]1. (5) Given the reactants [C:1]1([C:7]2[N:12]=[C:11]3[N:13]=[C:14](SC)[O:15][C:10]3=[CH:9][CH:8]=2)[CH:6]=[CH:5][CH:4]=[CH:3][CH:2]=1.C(N(C(C)C)CC)(C)C.Cl.Cl.[N:29]12[CH2:37][CH2:36][CH:33]([CH2:34][CH2:35]1)[NH:32][CH2:31][CH2:30]2, predict the reaction product. The product is: [C:1]1([C:7]2[N:12]=[C:11]3[N:13]=[C:14]([N:32]4[CH:33]5[CH2:36][CH2:37][N:29]([CH2:35][CH2:34]5)[CH2:30][CH2:31]4)[O:15][C:10]3=[CH:9][CH:8]=2)[CH:6]=[CH:5][CH:4]=[CH:3][CH:2]=1.